From a dataset of Peptide-MHC class II binding affinity with 134,281 pairs from IEDB. Regression. Given a peptide amino acid sequence and an MHC pseudo amino acid sequence, predict their binding affinity value. This is MHC class II binding data. (1) The peptide sequence is SQDLELSWNLAGLQAY. The MHC is HLA-DQA10101-DQB10501 with pseudo-sequence HLA-DQA10101-DQB10501. The binding affinity (normalized) is 0.778. (2) The peptide sequence is NSYIAEMETESWIVDKK. The MHC is HLA-DQA10501-DQB10303 with pseudo-sequence HLA-DQA10501-DQB10303. The binding affinity (normalized) is 0.288. (3) The peptide sequence is FRAAMATTANVPPAD. The MHC is HLA-DQA10104-DQB10503 with pseudo-sequence HLA-DQA10104-DQB10503. The binding affinity (normalized) is 0.243. (4) The peptide sequence is AHKVAATAANAAPAN. The MHC is DRB1_1001 with pseudo-sequence DRB1_1001. The binding affinity (normalized) is 0.350. (5) The binding affinity (normalized) is 0.171. The MHC is DRB1_0802 with pseudo-sequence DRB1_0802. The peptide sequence is TFHVEKGSNPNYLAL.